Dataset: Forward reaction prediction with 1.9M reactions from USPTO patents (1976-2016). Task: Predict the product of the given reaction. (1) Given the reactants [CH3:1][C:2]1[CH:10]=[CH:9][C:5]2[NH:6][N:7]=[N:8][C:4]=2[CH:3]=1.[H-].[Na+].[C:13](O[C:13]([O:15][C:16]([CH3:19])([CH3:18])[CH3:17])=[O:14])([O:15][C:16]([CH3:19])([CH3:18])[CH3:17])=[O:14].C([O-])(O)=O.[Na+], predict the reaction product. The product is: [CH3:1][C:2]1[CH:10]=[CH:9][C:5]2[N:6]([C:13]([O:15][C:16]([CH3:19])([CH3:18])[CH3:17])=[O:14])[N:7]=[N:8][C:4]=2[CH:3]=1. (2) Given the reactants CC1(C)N(CCCCCCCCCS(CCCC(F)(F)C(F)(F)F)=[O:17])C(=O)N(C2C=CC([N+]([O-])=O)=C(C(F)(F)F)C=2)C1=O.[CH3:44][C:45]1([CH3:86])[N:49]([CH2:50][CH2:51][CH2:52][CH2:53][CH2:54][CH2:55][CH2:56][CH2:57][CH2:58][CH2:59][S:60][CH2:61][CH2:62][CH2:63][C:64]([F:70])([F:69])[C:65]([F:68])([F:67])[F:66])[C:48](=[O:71])[N:47]([C:72]2[CH:77]=[CH:76][C:75]([N+:78]([O-:80])=[O:79])=[C:74]([C:81]([F:84])([F:83])[F:82])[CH:73]=2)[C:46]1=[O:85], predict the reaction product. The product is: [CH3:44][C:45]1([CH3:86])[N:49]([CH2:50][CH2:51][CH2:52][CH2:53][CH2:54][CH2:55][CH2:56][CH2:57][CH2:58][CH2:59][S:60]([CH2:61][CH2:62][CH2:63][C:64]([F:69])([F:70])[C:65]([F:68])([F:67])[F:66])=[O:17])[C:48](=[O:71])[N:47]([C:72]2[CH:77]=[CH:76][C:75]([N+:78]([O-:80])=[O:79])=[C:74]([C:81]([F:83])([F:84])[F:82])[CH:73]=2)[C:46]1=[O:85].